This data is from NCI-60 drug combinations with 297,098 pairs across 59 cell lines. The task is: Regression. Given two drug SMILES strings and cell line genomic features, predict the synergy score measuring deviation from expected non-interaction effect. Drug 1: CCC1(CC2CC(C3=C(CCN(C2)C1)C4=CC=CC=C4N3)(C5=C(C=C6C(=C5)C78CCN9C7C(C=CC9)(C(C(C8N6C)(C(=O)OC)O)OC(=O)C)CC)OC)C(=O)OC)O.OS(=O)(=O)O. Drug 2: COC1=C2C(=CC3=C1OC=C3)C=CC(=O)O2. Cell line: T-47D. Synergy scores: CSS=-2.20, Synergy_ZIP=0.971, Synergy_Bliss=0.430, Synergy_Loewe=-2.15, Synergy_HSA=-2.04.